This data is from Forward reaction prediction with 1.9M reactions from USPTO patents (1976-2016). The task is: Predict the product of the given reaction. (1) Given the reactants [Cl:1][CH2:2][CH:3]([C:34]1[CH:39]=[CH:38][CH:37]=[CH:36][CH:35]=1)[O:4][C:5]1[CH:10]=[CH:9][C:8]([CH:11]([NH:23][C:24]2[CH:29]=[CH:28][C:27]([C:30]#[N:31])=[CH:26][CH:25]=2)[CH2:12][NH:13][S:14]([C:17]2[CH:22]=[CH:21][CH:20]=[CH:19][CH:18]=2)(=[O:16])=[O:15])=[CH:7][C:6]=1[O:32][CH3:33].Cl.NO.C([N:45](CC)CC)C.C(=O)([O-])[O-].[K+].[K+], predict the reaction product. The product is: [C:17]1([S:14]([NH:13][CH2:12][CH:11]([NH:23][C:24]2[CH:25]=[CH:26][C:27]([C:30]([NH2:45])=[NH:31])=[CH:28][CH:29]=2)[C:8]2[CH:9]=[CH:10][C:5]([O:4][CH:3]([C:34]3[CH:39]=[CH:38][CH:37]=[CH:36][CH:35]=3)[CH2:2][Cl:1])=[C:6]([O:32][CH3:33])[CH:7]=2)(=[O:15])=[O:16])[CH:22]=[CH:21][CH:20]=[CH:19][CH:18]=1. (2) Given the reactants [C:1]([NH:4][C:5]1[CH:14]=[CH:13][C:8]([C:9]([O:11][CH3:12])=[O:10])=[C:7](O)[C:6]=1[CH2:16][CH2:17][CH2:18][OH:19])(=[O:3])[CH3:2].C1C=CC(P(C2C=CC=CC=2)C2C=CC=CC=2)=CC=1.CCOC(/N=N/C(OCC)=O)=O, predict the reaction product. The product is: [C:1]([NH:4][C:5]1[CH:14]=[CH:13][C:8]([C:9]([O:11][CH3:12])=[O:10])=[C:7]2[C:6]=1[CH2:16][CH2:17][CH2:18][O:19]2)(=[O:3])[CH3:2]. (3) Given the reactants CC(OC(/N=N/C(OC(C)C)=O)=O)C.[CH3:15][C:16]1[C:17]([CH2:32]O)=[CH:18][C:19]([C:22]2[CH:23]=[N:24][C:25]([C:28]([F:31])([F:30])[F:29])=[N:26][CH:27]=2)=[N:20][CH:21]=1.C1C=CC(P(C2C=CC=CC=2)C2C=CC=CC=2)=CC=1.[C:53]1(=[O:63])[C:61]2[C:56](=[CH:57][CH:58]=[CH:59][CH:60]=2)[C:55](=[O:62])[NH:54]1, predict the reaction product. The product is: [CH3:15][C:16]1[C:17]([CH2:32][N:54]2[C:55](=[O:62])[C:56]3[C:61](=[CH:60][CH:59]=[CH:58][CH:57]=3)[C:53]2=[O:63])=[CH:18][C:19]([C:22]2[CH:27]=[N:26][C:25]([C:28]([F:29])([F:30])[F:31])=[N:24][CH:23]=2)=[N:20][CH:21]=1. (4) Given the reactants Br[C:2]1[CH:10]=[C:9]2[C:5]([CH2:6][NH:7][C:8]2=[O:11])=[CH:4][CH:3]=1.[CH3:12][C:13]1([CH3:29])[C:17]([CH3:19])([CH3:18])[O:16][B:15]([B:15]2[O:16][C:17]([CH3:19])([CH3:18])[C:13]([CH3:29])([CH3:12])[O:14]2)[O:14]1.C([O-])(=O)C.[K+], predict the reaction product. The product is: [CH3:12][C:13]1([CH3:29])[C:17]([CH3:19])([CH3:18])[O:16][B:15]([C:2]2[CH:10]=[C:9]3[C:5]([CH2:6][NH:7][C:8]3=[O:11])=[CH:4][CH:3]=2)[O:14]1. (5) Given the reactants [CH2:1]([N:3]1[CH:7]=[N:6][CH:5]=[N:4]1)[CH3:2].[CH2:8]=[O:9], predict the reaction product. The product is: [CH2:1]([N:3]1[C:7]([CH2:8][OH:9])=[N:6][CH:5]=[N:4]1)[CH3:2].